This data is from Reaction yield outcomes from USPTO patents with 853,638 reactions. The task is: Predict the reaction yield, written as a fraction of the theoretical maximum amount of product (1.0 means a 100% yield; for example, 0.34 means a 34% yield). (1) The reactants are [C:1]([C:3]1[C:11]2[C:6](=[CH:7][C:8]([O:12]C)=[CH:9][CH:10]=2)[N:5]([CH2:14][CH3:15])[C:4]=1[C:16]1[CH:21]=[CH:20][C:19]([NH:22][S:23]([CH3:26])(=[O:25])=[O:24])=[CH:18][CH:17]=1)#[N:2].B(Br)(Br)Br.O. The product is [C:1]([C:3]1[C:11]2[C:6](=[CH:7][C:8]([OH:12])=[CH:9][CH:10]=2)[N:5]([CH2:14][CH3:15])[C:4]=1[C:16]1[CH:17]=[CH:18][C:19]([NH:22][S:23]([CH3:26])(=[O:24])=[O:25])=[CH:20][CH:21]=1)#[N:2]. The catalyst is C(Cl)Cl. The yield is 0.220. (2) The reactants are [Cl:1][C:2]1[CH:7]=[CH:6][C:5]([S:8]([CH:11]([C:21]2[CH:26]=[C:25]([F:27])[CH:24]=[CH:23][C:22]=2[F:28])[C:12]2[N:17]=[CH:16][C:15]([C:18](O)=[O:19])=[CH:14][CH:13]=2)(=[O:10])=[O:9])=[CH:4][CH:3]=1.C(N(CC)CC)C.Cl.C(N=C=NCCCN(C)C)C.[NH2:48][CH2:49][CH2:50][NH:51][C:52](=[O:58])[O:53][C:54]([CH3:57])([CH3:56])[CH3:55]. The catalyst is CN(C)C1C=CN=CC=1.ClCCl.CCCCCC. The product is [C:54]([O:53][C:52](=[O:58])[NH:51][CH2:50][CH2:49][NH:48][C:18]([C:15]1[CH:16]=[N:17][C:12]([CH:11]([S:8]([C:5]2[CH:4]=[CH:3][C:2]([Cl:1])=[CH:7][CH:6]=2)(=[O:10])=[O:9])[C:21]2[CH:26]=[C:25]([F:27])[CH:24]=[CH:23][C:22]=2[F:28])=[CH:13][CH:14]=1)=[O:19])([CH3:57])([CH3:55])[CH3:56]. The yield is 0.430. (3) The reactants are [CH3:1][N:2]1[CH:6]=[C:5](/[CH:7]=[CH:8]/[C:9]([O:11][CH3:12])=[O:10])[CH:4]=[N:3]1. The catalyst is C(O)C.[Pd]. The product is [CH3:1][N:2]1[CH:6]=[C:5]([CH2:7][CH2:8][C:9]([O:11][CH3:12])=[O:10])[CH:4]=[N:3]1. The yield is 0.800. (4) The reactants are [NH2:1][C:2]1[N:7]=[CH:6][N:5]=[C:4]2[N:8]([CH2:25][C@H:26]3[CH2:30][CH2:29][CH2:28][N:27]3[C:31](=[O:35])[CH2:32][C:33]#[N:34])[N:9]=[C:10]([C:11]3[CH:16]=[CH:15][C:14]([O:17][C:18]4[CH:23]=[CH:22][CH:21]=[CH:20][CH:19]=4)=[CH:13][C:12]=3[F:24])[C:3]=12.N1[CH2:41][CH2:40][CH2:39][CH2:38]C1.C1(C=O)CC1. The catalyst is CO. The product is [NH2:1][C:2]1[N:7]=[CH:6][N:5]=[C:4]2[N:8]([CH2:25][C@H:26]3[CH2:30][CH2:29][CH2:28][N:27]3[C:31]([C:32](=[CH:38][CH:39]3[CH2:41][CH2:40]3)[C:33]#[N:34])=[O:35])[N:9]=[C:10]([C:11]3[CH:16]=[CH:15][C:14]([O:17][C:18]4[CH:19]=[CH:20][CH:21]=[CH:22][CH:23]=4)=[CH:13][C:12]=3[F:24])[C:3]=12. The yield is 0.330. (5) The catalyst is O1CCOCC1. The reactants are [Cl:1][C:2]1[C:3]2[CH:10]=[CH:9][NH:8][C:4]=2[N:5]=[CH:6][N:7]=1.[F:11][C:12]1[CH:17]=[CH:16][C:15](I)=[CH:14][CH:13]=1.C(=O)([O-])[O-].[K+].[K+].[C@@H]1(N)CCCC[C@H]1N. The yield is 0.310. The product is [Cl:1][C:2]1[C:3]2[CH:10]=[CH:9][N:8]([C:15]3[CH:16]=[CH:17][C:12]([F:11])=[CH:13][CH:14]=3)[C:4]=2[N:5]=[CH:6][N:7]=1. (6) The reactants are [CH2:1]([C:3]1[CH:4]=[C:5]2[C:9](=[CH:10][CH:11]=1)[NH:8][CH2:7][CH2:6]2)[CH3:2].[N+:12]([O-])([O-:14])=[O:13].[K+].[OH-].[Na+]. The catalyst is OS(O)(=O)=O. The product is [CH2:1]([C:3]1[CH:4]=[C:5]2[C:9](=[CH:10][C:11]=1[N+:12]([O-:14])=[O:13])[NH:8][CH2:7][CH2:6]2)[CH3:2]. The yield is 0.580. (7) The reactants are [CH3:1][C:2]1[N:3]=[C:4]([N:17]2[C:21](=[O:22])[NH:20][N:19]=[CH:18]2)[S:5][C:6]=1[C:7]([NH:9][CH2:10][C:11]1[CH:12]=[N:13][CH:14]=[CH:15][CH:16]=1)=[O:8].C(=O)([O-])[O-].[K+].[K+].CS(O[CH2:34][CH:35]1[CH2:37][C:36]1([F:39])[F:38])(=O)=O. The catalyst is CN(C)C=O.C(OCC)(=O)C. The product is [F:38][C:36]1([F:39])[CH2:37][CH:35]1[CH2:34][N:20]1[C:21](=[O:22])[N:17]([C:4]2[S:5][C:6]([C:7]([NH:9][CH2:10][C:11]3[CH:12]=[N:13][CH:14]=[CH:15][CH:16]=3)=[O:8])=[C:2]([CH3:1])[N:3]=2)[CH:18]=[N:19]1. The yield is 0.410.